From a dataset of Peptide-MHC class I binding affinity with 185,985 pairs from IEDB/IMGT. Regression. Given a peptide amino acid sequence and an MHC pseudo amino acid sequence, predict their binding affinity value. This is MHC class I binding data. (1) The peptide sequence is AAASSLLYK. The MHC is HLA-A33:01 with pseudo-sequence HLA-A33:01. The binding affinity (normalized) is 0.153. (2) The peptide sequence is FVKDWMDRI. The MHC is HLA-B51:01 with pseudo-sequence HLA-B51:01. The binding affinity (normalized) is 0.0847. (3) The peptide sequence is NRLKPRDFK. The MHC is HLA-B08:03 with pseudo-sequence HLA-B08:03. The binding affinity (normalized) is 0.0847. (4) The peptide sequence is STELIRRVRR. The MHC is HLA-A33:01 with pseudo-sequence HLA-A33:01. The binding affinity (normalized) is 0.361. (5) The peptide sequence is VEITPYKPTW. The MHC is HLA-A02:02 with pseudo-sequence HLA-A02:02. The binding affinity (normalized) is 0. (6) The peptide sequence is KRINSLIKY. The MHC is HLA-A26:03 with pseudo-sequence HLA-A26:03. The binding affinity (normalized) is 0.0847. (7) The peptide sequence is FQVNRFTGY. The MHC is HLA-B39:01 with pseudo-sequence HLA-B39:01. The binding affinity (normalized) is 0.0847.